From a dataset of Peptide-MHC class I binding affinity with 185,985 pairs from IEDB/IMGT. Regression. Given a peptide amino acid sequence and an MHC pseudo amino acid sequence, predict their binding affinity value. This is MHC class I binding data. The peptide sequence is RPREATIIY. The binding affinity (normalized) is 0.213. The MHC is HLA-B45:06 with pseudo-sequence HLA-B45:06.